This data is from Forward reaction prediction with 1.9M reactions from USPTO patents (1976-2016). The task is: Predict the product of the given reaction. (1) Given the reactants [C:1]1([OH:7])[CH:6]=[CH:5][CH:4]=[CH:3][CH:2]=1.[H-].[Na+].Cl[C:11]1[C:20]2[CH:21]=[CH:22][S:23][C:19]=2[C:18]2[CH:17]=[CH:16][C:15]([C:24]#[N:25])=[CH:14][C:13]=2[N:12]=1.O, predict the reaction product. The product is: [O:7]([C:11]1[C:20]2[CH:21]=[CH:22][S:23][C:19]=2[C:18]2[CH:17]=[CH:16][C:15]([C:24]#[N:25])=[CH:14][C:13]=2[N:12]=1)[C:1]1[CH:6]=[CH:5][CH:4]=[CH:3][CH:2]=1. (2) Given the reactants [CH2:1]([O:8][C:9]1[CH:10]=[C:11]2[C:16](=[CH:17][CH:18]=1)[N+:15]([O-])=[CH:14][CH:13]=[CH:12]2)[CH2:2][CH2:3][CH2:4][CH2:5][CH2:6][CH3:7].C(OC(=O)C)(=O)C.[N+:27]([CH:30]([CH3:36])[C:31]([O:33][CH2:34][CH3:35])=[O:32])([O-:29])=[O:28], predict the reaction product. The product is: [CH2:1]([O:8][C:9]1[CH:10]=[C:11]2[C:16](=[CH:17][CH:18]=1)[N:15]=[C:14]([C:30]([N+:27]([O-:29])=[O:28])([CH3:36])[C:31]([O:33][CH2:34][CH3:35])=[O:32])[CH:13]=[CH:12]2)[CH2:2][CH2:3][CH2:4][CH2:5][CH2:6][CH3:7]. (3) Given the reactants C(O[C:4](=[O:26])[CH:5]=[C:6](/[N:8]=[C:9]1/[N:10]([C:14]2[CH:19]=[CH:18][C:17]([O:20][C:21]([F:24])([F:23])[F:22])=[CH:16][C:15]=2[CH3:25])[CH2:11][CH2:12][CH2:13]/1)[CH3:7])C.CC([O-])(C)C.[K+].C1COCC1, predict the reaction product. The product is: [CH3:7][C:6]1[NH:8][C:9]2[N:10]([C:14]3[CH:19]=[CH:18][C:17]([O:20][C:21]([F:24])([F:22])[F:23])=[CH:16][C:15]=3[CH3:25])[CH2:11][CH2:12][C:13]=2[C:4](=[O:26])[CH:5]=1. (4) Given the reactants [NH2:1][C:2]1[CH:10]=[C:9]([O:11][CH3:12])[CH:8]=[C:7]([O:13][CH3:14])[C:3]=1[C:4]([NH2:6])=[O:5].[C:15]([C:19]1[CH:20]=[C:21]([CH:24]=[C:25]([C:28]([CH3:31])([CH3:30])[CH3:29])[C:26]=1[OH:27])[CH:22]=O)([CH3:18])([CH3:17])[CH3:16].COC1C=C(OC)C=C2C=1C(=O)NC(C1C=CC=CN=1)=N2, predict the reaction product. The product is: [C:28]([C:25]1[CH:24]=[C:21]([C:22]2[NH:6][C:4](=[O:5])[C:3]3[C:2](=[CH:10][C:9]([O:11][CH3:12])=[CH:8][C:7]=3[O:13][CH3:14])[N:1]=2)[CH:20]=[C:19]([C:15]([CH3:18])([CH3:17])[CH3:16])[C:26]=1[OH:27])([CH3:31])([CH3:30])[CH3:29].